Dataset: Catalyst prediction with 721,799 reactions and 888 catalyst types from USPTO. Task: Predict which catalyst facilitates the given reaction. (1) Reactant: [NH2:1][C:2]1[CH:7]=[CH:6][CH:5]=[C:4]([Br:8])[N:3]=1.[CH2:9]([O:11][C:12]([N:14]=[C:15]=[S:16])=[O:13])[CH3:10].C(OCC)(=O)C. Product: [CH2:9]([O:11][C:12]([NH:14][C:15](=[S:16])[NH:1][C:2]1[CH:7]=[CH:6][CH:5]=[C:4]([Br:8])[N:3]=1)=[O:13])[CH3:10]. The catalyst class is: 12. (2) Reactant: FC1C=C([C:12]2[N:17]=[C:16]3[N:18]([CH2:21][C:22]4[CH:23]=[C:24]5[C:29](=[CH:30][CH:31]=4)[N:28]=[CH:27][CH:26]=[CH:25]5)[N:19]=[N:20][C:15]3=[CH:14][CH:13]=2)C=CC=1C(NC)=O.[N:32]1[CH:37]=[CH:36][CH:35]=[C:34](B(O)O)[CH:33]=1.C(=O)([O-])[O-].[K+].[K+].O1CCOCC1. Product: [N:32]1[CH:37]=[CH:36][CH:35]=[C:34]([C:12]2[N:17]=[C:16]3[N:18]([CH2:21][C:22]4[CH:23]=[C:24]5[C:29](=[CH:30][CH:31]=4)[N:28]=[CH:27][CH:26]=[CH:25]5)[N:19]=[N:20][C:15]3=[CH:14][CH:13]=2)[CH:33]=1. The catalyst class is: 103. (3) Reactant: [Cl:1][C:2]1[CH:7]=[C:6]([N+:8]([O-:10])=[O:9])[CH:5]=[CH:4][C:3]=1F.[N:12]1[C:21]2[CH:20]=[CH:19][CH:18]=[C:17]([OH:22])[C:16]=2[CH:15]=[CH:14][CH:13]=1.C(=O)([O-])[O-].[K+].[K+]. Product: [Cl:1][C:2]1[CH:7]=[C:6]([N+:8]([O-:10])=[O:9])[CH:5]=[CH:4][C:3]=1[O:22][C:17]1[CH:18]=[CH:19][CH:20]=[C:21]2[C:16]=1[CH:15]=[CH:14][CH:13]=[N:12]2. The catalyst class is: 9. (4) Reactant: O.ON1C2C=CC=CC=2N=N1.CN1CCOCC1.Cl.CN(C)CCCN=C=NCC.[CH3:31][C@H:32]1[NH:37][CH2:36][CH2:35][N:34]([C:38]([C:40]2[CH:45]=[CH:44][CH:43]=[CH:42][CH:41]=2)=[O:39])[CH2:33]1.[CH2:46]([O:53][C@H:54]([CH3:58])[C:55](O)=[O:56])[C:47]1[CH:52]=[CH:51][CH:50]=[CH:49][CH:48]=1. Product: [C:38]([N:34]1[CH2:35][CH2:36][N:37]([C:55](=[O:56])[C@H:54]([O:53][CH2:46][C:47]2[CH:48]=[CH:49][CH:50]=[CH:51][CH:52]=2)[CH3:58])[C@H:32]([CH3:31])[CH2:33]1)(=[O:39])[C:40]1[CH:45]=[CH:44][CH:43]=[CH:42][CH:41]=1. The catalyst class is: 46.